Dataset: Forward reaction prediction with 1.9M reactions from USPTO patents (1976-2016). Task: Predict the product of the given reaction. (1) Given the reactants [NH2:1][C:2]1[N:6]2[N:7]=[C:8]([C:12]([O:14]C)=O)[CH:9]=[C:10]([CH3:11])[C:5]2=[N:4][N:3]=1.[CH3:16][NH:17]C, predict the reaction product. The product is: [CH3:16][NH:17][C:12]([C:8]1[CH:9]=[C:10]([CH3:11])[C:5]2[N:6]([C:2]([NH2:1])=[N:3][N:4]=2)[N:7]=1)=[O:14]. (2) Given the reactants [CH3:1][O:2][C:3]([C:5]1[S:9][C:8]([C:10]2[CH:15]=[CH:14][C:13]([NH3+:16])=[CH:12][CH:11]=2)=[N:7][CH:6]=1)=[O:4].[Cl:17][C:18]1[C:22]([Cl:23])=[C:21]([CH3:24])[NH:20][C:19]=1[C:25](Cl)=[O:26], predict the reaction product. The product is: [Cl:17][C:18]1[C:22]([Cl:23])=[C:21]([CH3:24])[NH:20][C:19]=1[C:25]([NH:16][C:13]1[CH:14]=[CH:15][C:10]([C:8]2[S:9][C:5]([C:3]([O:2][CH3:1])=[O:4])=[CH:6][N:7]=2)=[CH:11][CH:12]=1)=[O:26]. (3) Given the reactants [NH2:1][C:2]1[CH:7]=[C:6]([OH:8])[CH:5]=[CH:4][C:3]=1[S:9]([NH:12][C:13]1[CH:14]=[CH:15][C:16]2[CH2:20][O:19][B:18]([OH:21])[C:17]=2[CH:22]=1)(=[O:11])=[O:10].Cl[C:24]([O:26][CH2:27][CH:28]([CH3:30])[CH3:29])=[O:25].OC1C=CC(S(=O)(=O)NC2C=CC3COB(O)C=3C=2)=C(NC(=O)COC2C=CC=CC=2)C=1, predict the reaction product. The product is: [OH:8][C:6]1[CH:5]=[CH:4][C:3]([S:9](=[O:10])(=[O:11])[NH:12][C:13]2[CH:14]=[CH:15][C:16]3[CH2:20][O:19][B:18]([OH:21])[C:17]=3[CH:22]=2)=[C:2]([NH:1][C:24](=[O:25])[O:26][CH2:27][CH:28]([CH3:30])[CH3:29])[CH:7]=1. (4) Given the reactants [CH:1]1([CH2:6][C@H:7]([C:19]2[CH:24]=[CH:23][C:22]([S:25]([CH3:28])(=[O:27])=[O:26])=[CH:21][CH:20]=2)[C:8]([NH:10][C:11]2[S:12][C:13]([S:16][C:17]#N)=[CH:14][N:15]=2)=[O:9])[CH2:5][CH2:4][CH2:3][CH2:2]1.[CH3:29][N:30]([CH3:34])[CH2:31]CCl, predict the reaction product. The product is: [CH:1]1([CH2:6][C@H:7]([C:19]2[CH:20]=[CH:21][C:22]([S:25]([CH3:28])(=[O:26])=[O:27])=[CH:23][CH:24]=2)[C:8]([NH:10][C:11]2[S:12][C:13]([S:16][CH2:17][CH2:29][N:30]([CH3:34])[CH3:31])=[CH:14][N:15]=2)=[O:9])[CH2:5][CH2:4][CH2:3][CH2:2]1. (5) Given the reactants [CH2:1]([O:8][CH2:9][CH:10]1[CH2:19][CH2:18][C:13]2(OCC[O:14]2)[CH2:12][CH2:11]1)[C:2]1[CH:7]=[CH:6][CH:5]=[CH:4][CH:3]=1.Cl.C([O-])(O)=O.[Na+], predict the reaction product. The product is: [CH2:1]([O:8][CH2:9][CH:10]1[CH2:11][CH2:12][C:13](=[O:14])[CH2:18][CH2:19]1)[C:2]1[CH:7]=[CH:6][CH:5]=[CH:4][CH:3]=1. (6) Given the reactants [C:1]1([N:7]2[C:19]3[CH:18]=[CH:17][CH:16]=[CH:15][C:14]=3[C:13]3[C:8]2=[CH:9][CH:10]=[CH:11][CH:12]=3)[CH:6]=[CH:5][CH:4]=[CH:3][CH:2]=1.[I-:20].[K+].O.O.[I:24]([O-])([O-])([O-])([O-])([O-])=O.[K+].[K+].[K+].[K+].[K+], predict the reaction product. The product is: [I:20][C:16]1[CH:17]=[CH:18][C:19]2[N:7]([C:1]3[CH:2]=[CH:3][CH:4]=[CH:5][CH:6]=3)[C:8]3[C:13]([C:14]=2[CH:15]=1)=[CH:12][C:11]([I:24])=[CH:10][CH:9]=3. (7) Given the reactants Cl[C:2]1[CH:7]=[C:6]([O:8][C:9]2[C:14]([F:15])=[CH:13][C:12]([NH:16][C:17]([C:19]3([C:22]([NH:24][C:25]4[CH:30]=[CH:29][C:28]([F:31])=[CH:27][CH:26]=4)=[O:23])[CH2:21][CH2:20]3)=[O:18])=[C:11]([F:32])[CH:10]=2)[CH:5]=[CH:4][N:3]=1.[C:33](=[O:40])([O:35][C:36]([CH3:39])([CH3:38])[CH3:37])[NH2:34].CC1(C)C2C(=C(P(C3C=CC=CC=3)C3C=CC=CC=3)C=CC=2)OC2C(P(C3C=CC=CC=3)C3C=CC=CC=3)=CC=CC1=2.C(=O)([O-])[O-].[Cs+].[Cs+], predict the reaction product. The product is: [F:15][C:14]1[CH:13]=[C:12]([NH:16][C:17]([C:19]2([C:22](=[O:23])[NH:24][C:25]3[CH:30]=[CH:29][C:28]([F:31])=[CH:27][CH:26]=3)[CH2:21][CH2:20]2)=[O:18])[C:11]([F:32])=[CH:10][C:9]=1[O:8][C:6]1[CH:5]=[CH:4][N:3]=[C:2]([NH:34][C:33](=[O:40])[O:35][C:36]([CH3:39])([CH3:38])[CH3:37])[CH:7]=1.